From a dataset of Peptide-MHC class I binding affinity with 185,985 pairs from IEDB/IMGT. Regression. Given a peptide amino acid sequence and an MHC pseudo amino acid sequence, predict their binding affinity value. This is MHC class I binding data. (1) The peptide sequence is YHRFGLYRL. The MHC is HLA-A02:03 with pseudo-sequence HLA-A02:03. The binding affinity (normalized) is 0.0847. (2) The peptide sequence is LANETTQAL. The MHC is HLA-A02:19 with pseudo-sequence HLA-A02:19. The binding affinity (normalized) is 0.0847. (3) The binding affinity (normalized) is 0.0847. The peptide sequence is KNNFWFWEY. The MHC is HLA-B27:03 with pseudo-sequence HLA-B27:03. (4) The peptide sequence is NHINGELSL. The MHC is HLA-B38:01 with pseudo-sequence HLA-B38:01. The binding affinity (normalized) is 0.595.